Task: Predict the reaction yield, written as a fraction of the theoretical maximum amount of product (1.0 means a 100% yield; for example, 0.34 means a 34% yield).. Dataset: Reaction yield outcomes from USPTO patents with 853,638 reactions (1) The reactants are [Cl:1][C:2]1[N:7]=[C:6]([C:8]2[CH:9]=[C:10]3[C:15](=[CH:16][N:17]=2)[N:14]=[CH:13][CH:12]=[C:11]3[N:18]2[CH2:23][CH2:22][CH2:21][C@H:20]([NH:24][C:25](=[O:31])[O:26][C:27]([CH3:30])([CH3:29])[CH3:28])[CH2:19]2)[C:5]([N+:32]([O-])=O)=[CH:4][CH:3]=1. The catalyst is C(O)(=O)C.[Fe]. The product is [NH2:32][C:5]1[C:6]([C:8]2[CH:9]=[C:10]3[C:15](=[CH:16][N:17]=2)[N:14]=[CH:13][CH:12]=[C:11]3[N:18]2[CH2:23][CH2:22][CH2:21][C@H:20]([NH:24][C:25](=[O:31])[O:26][C:27]([CH3:29])([CH3:28])[CH3:30])[CH2:19]2)=[N:7][C:2]([Cl:1])=[CH:3][CH:4]=1. The yield is 0.770. (2) The reactants are Cl.[NH2:2][C:3]1[C:12]2[N:13]=[C:14]([CH2:38][CH2:39][O:40][CH3:41])[N:15]([CH2:16][CH2:17][CH2:18][N:19]([CH2:24][C:25]3[CH:26]=[C:27]([CH:35]=[CH:36][CH:37]=3)[O:28][CH2:29][C:30]([O:32][CH2:33][CH3:34])=[O:31])[C:20](=[O:23])[CH2:21]Cl)[C:11]=2[C:10]2[CH:9]=[CH:8][CH:7]=[CH:6][C:5]=2[N:4]=1.[CH3:42][NH:43][CH3:44]. No catalyst specified. The yield is 0.920. The product is [NH2:2][C:3]1[C:12]2[N:13]=[C:14]([CH2:38][CH2:39][O:40][CH3:41])[N:15]([CH2:16][CH2:17][CH2:18][N:19]([CH2:24][C:25]3[CH:26]=[C:27]([CH:35]=[CH:36][CH:37]=3)[O:28][CH2:29][C:30]([O:32][CH2:33][CH3:34])=[O:31])[C:20](=[O:23])[CH2:21][N:43]([CH3:44])[CH3:42])[C:11]=2[C:10]2[CH:9]=[CH:8][CH:7]=[CH:6][C:5]=2[N:4]=1. (3) The reactants are Cl[C:2]1[N:7]=[C:6]([NH:8][CH2:9][CH2:10][CH2:11][N:12]([CH2:15][CH3:16])[CH2:13][CH3:14])[N:5]=[C:4]2[N:17]([C:22]3[C:27]([F:28])=[CH:26][CH:25]=[CH:24][C:23]=3[F:29])[C:18](=[O:21])[NH:19][CH2:20][C:3]=12.[CH3:30][C:31]1[CH:39]=[CH:38][C:34]([C:35]([OH:37])=[O:36])=[CH:33][C:32]=1B1OC(C)(C)C(C)(C)O1.C(=O)([O-])[O-].[K+].[K+]. The catalyst is O1CCOCC1.O.[Pd].C1(P(C2C=CC=CC=2)C2C=CC=CC=2)C=CC=CC=1.C1(P(C2C=CC=CC=2)C2C=CC=CC=2)C=CC=CC=1.C1(P(C2C=CC=CC=2)C2C=CC=CC=2)C=CC=CC=1.C1(P(C2C=CC=CC=2)C2C=CC=CC=2)C=CC=CC=1. The product is [CH2:13]([N:12]([CH2:15][CH3:16])[CH2:11][CH2:10][CH2:9][NH:8][C:6]1[N:7]=[C:2]([C:32]2[CH:33]=[C:34]([CH:38]=[CH:39][C:31]=2[CH3:30])[C:35]([OH:37])=[O:36])[C:3]2[CH2:20][NH:19][C:18](=[O:21])[N:17]([C:22]3[C:27]([F:28])=[CH:26][CH:25]=[CH:24][C:23]=3[F:29])[C:4]=2[N:5]=1)[CH3:14]. The yield is 0.260.